Dataset: P-glycoprotein inhibition data for predicting drug efflux from Broccatelli et al.. Task: Regression/Classification. Given a drug SMILES string, predict its absorption, distribution, metabolism, or excretion properties. Task type varies by dataset: regression for continuous measurements (e.g., permeability, clearance, half-life) or binary classification for categorical outcomes (e.g., BBB penetration, CYP inhibition). Dataset: pgp_broccatelli. (1) The compound is C=CCc1ccccc1OC[C@H](O)CNC(C)C. The result is 0 (non-inhibitor). (2) The drug is CC(=O)c1cccc(OC[C@H](O)CN2CCN(c3ccccc3C)CC2)c1. The result is 1 (inhibitor). (3) The compound is Cl/C=C1/[C@@H]2C[C@H]([C@@H](Cl)C2(Cl)Cl)C1(CCl)CCl. The result is 0 (non-inhibitor). (4) The compound is CCC(=O)c1ccccc1OC[C@H](O)CN1CCOCC1. The result is 0 (non-inhibitor). (5) The molecule is CN(C)CC/C=C1/c2ccccc2COc2ccccc21. The result is 1 (inhibitor). (6) The molecule is COc1cccc(CCc2ccccc2OCCCCCN2CCN(c3ccccc3OC)CC2)c1. The result is 1 (inhibitor). (7) The compound is OCCN(CCO)c1nc(N2CCOCC2)c2nc(N(CCO)CCO)nc(N3CCOCC3)c2n1. The result is 0 (non-inhibitor). (8) The compound is Cc1ccccc1N1CCN(C[C@H](O)COc2ccc(Cl)cc2C(=O)CCc2ccccc2)CC1. The result is 1 (inhibitor). (9) The compound is COc1cc2c(cc1OC)CN(CCc1ccc(NC(=O)c3ccccc3NC(=O)c3ccoc3)cc1)CC2. The result is 1 (inhibitor). (10) The drug is COC/C=C/c1ccc(-c2nc(-c3ccc(N(C)C)cc3)c(-c3ccc(N(C)C)cc3)[nH]2)cc1. The result is 1 (inhibitor).